Dataset: Forward reaction prediction with 1.9M reactions from USPTO patents (1976-2016). Task: Predict the product of the given reaction. (1) Given the reactants [N:1]1[C:11]2[C:10]3[S:12][C:13]([C:15]4[N:16]=[C:17]([NH:27]C(C)=O)[N:18]([C:20]5[CH:25]=[CH:24][CH:23]=[CH:22][C:21]=5[Cl:26])[CH:19]=4)=[CH:14][C:9]=3[CH2:8][CH2:7][O:6][C:5]=2[CH:4]=[CH:3][CH:2]=1.C(O)C.S(=O)(=O)(O)O, predict the reaction product. The product is: [N:1]1[C:11]2[C:10]3[S:12][C:13]([C:15]4[N:16]=[C:17]([NH2:27])[N:18]([C:20]5[CH:25]=[CH:24][CH:23]=[CH:22][C:21]=5[Cl:26])[CH:19]=4)=[CH:14][C:9]=3[CH2:8][CH2:7][O:6][C:5]=2[CH:4]=[CH:3][CH:2]=1. (2) The product is: [OH:27][C:7]1[CH:6]=[C:5]([OH:31])[C:4]([CH:1]([CH3:2])[CH3:3])=[CH:9][C:8]=1[C:10]1[N:14]([C:15]2[CH:16]=[CH:17][C:18]([O:21][CH3:22])=[CH:19][CH:20]=2)[C:13](=[O:35])[NH:12][N:11]=1. Given the reactants [CH:1]([C:4]1[C:5]([O:31]COC)=[CH:6][C:7]([O:27]COC)=[C:8]([C:10]2[N:14]([C:15]3[CH:20]=[CH:19][C:18]([O:21][CH3:22])=[CH:17][CH:16]=3)[C:13](S(C)(=O)=O)=[N:12][N:11]=2)[CH:9]=1)([CH3:3])[CH3:2].[OH-:35].[Na+].[Cl-].[NH4+], predict the reaction product. (3) The product is: [N:26]1([CH2:25][CH2:24][CH2:23][O:22][C:19]2[CH:20]=[CH:21][C:16]([C:3]3([C:1]#[N:2])[CH2:4][CH2:5][NH:6][CH2:7][CH2:8]3)=[CH:17][CH:18]=2)[CH2:30][CH2:29][CH2:28][CH2:27]1. Given the reactants [C:1]([C:3]1([C:16]2[CH:21]=[CH:20][C:19]([O:22][CH2:23][CH2:24][CH2:25][N:26]3[CH2:30][CH2:29][CH2:28][CH2:27]3)=[CH:18][CH:17]=2)[CH2:8][CH2:7][N:6](C(OC(C)(C)C)=O)[CH2:5][CH2:4]1)#[N:2].FC(F)(F)C(O)=O, predict the reaction product. (4) Given the reactants [Cl:1][C:2]1[CH:10]=[CH:9][C:8]2[NH:7][C:6]3[CH2:11][CH2:12][N:13]([CH3:15])[CH2:14][C:5]=3[C:4]=2[CH:3]=1.[F:16][C:17]([F:27])([F:26])[C:18]1[N:23]=[CH:22][C:21]([CH:24]=[CH2:25])=CN=1.[OH-].[K+].[CH3:30][N:31]1C(=O)CCC1, predict the reaction product. The product is: [Cl:1][C:2]1[CH:10]=[CH:9][C:8]2[N:7]([CH2:25][CH2:24][C:21]3[CH:22]=[N:23][C:18]([C:17]([F:16])([F:26])[F:27])=[CH:30][N:31]=3)[C:6]3[CH2:11][CH2:12][N:13]([CH3:15])[CH2:14][C:5]=3[C:4]=2[CH:3]=1. (5) Given the reactants [Br:1][C:2]1[CH:3]=[C:4]2[C:9](=[CH:10][CH:11]=1)[N:8]=[CH:7][C:6]([S:12]C#N)=[C:5]2[C:15]([C:17]1[CH:22]=[CH:21][C:20]([C:23]([CH3:27])([CH3:26])[C:24]#[N:25])=[CH:19][CH:18]=1)=O.O.[NH3:29], predict the reaction product. The product is: [Br:1][C:2]1[CH:11]=[CH:10][C:9]2[N:8]=[CH:7][C:6]3[S:12][N:29]=[C:15]([C:17]4[CH:22]=[CH:21][C:20]([C:23]([CH3:27])([CH3:26])[C:24]#[N:25])=[CH:19][CH:18]=4)[C:5]=3[C:4]=2[CH:3]=1. (6) The product is: [CH2:1]([O:3][C:4](=[O:41])[CH2:5][CH2:6][CH2:7][O:8][C:9]1[CH:14]=[CH:13][CH:12]=[C:11]([CH2:15][CH2:16][CH2:17][CH2:18][CH2:19][CH2:20][O:21][C:22]2[CH:23]=[C:24]([C:46]3[CH:45]=[CH:44][C:43]([F:42])=[C:48]([F:49])[CH:47]=3)[CH:25]=[C:26]([S:28]([CH2:31][CH3:32])(=[O:30])=[O:29])[CH:27]=2)[C:10]=1[CH2:34][CH2:35][C:36]([O:38][CH2:39][CH3:40])=[O:37])[CH3:2]. Given the reactants [CH2:1]([O:3][C:4](=[O:41])[CH2:5][CH2:6][CH2:7][O:8][C:9]1[CH:14]=[CH:13][CH:12]=[C:11]([CH2:15][CH2:16][CH2:17][CH2:18][CH2:19][CH2:20][O:21][C:22]2[CH:27]=[C:26]([S:28]([CH2:31][CH3:32])(=[O:30])=[O:29])[CH:25]=[C:24](Br)[CH:23]=2)[C:10]=1[CH2:34][CH2:35][C:36]([O:38][CH2:39][CH3:40])=[O:37])[CH3:2].[F:42][C:43]1[CH:44]=[C:45](B(O)O)[CH:46]=[CH:47][C:48]=1[F:49].C(=O)([O-])[O-].[Cs+].[Cs+], predict the reaction product. (7) Given the reactants Cl[C:2]1[C:7]([C:8]#[N:9])=[CH:6][N:5]=[C:4]2[C:10]3[CH:16]=[CH:15][CH:14]=[CH:13][C:11]=3[S:12][C:3]=12.C(OCCO)C.[Cl:23][C:24]1[CH:30]=[CH:29][C:27]([NH2:28])=[C:26]([F:31])[CH:25]=1.Cl.N1C=CC=CC=1, predict the reaction product. The product is: [Cl:23][C:24]1[CH:30]=[CH:29][C:27]([NH:28][C:2]2[C:7]([C:8]#[N:9])=[CH:6][N:5]=[C:4]3[C:10]4[CH:16]=[CH:15][CH:14]=[CH:13][C:11]=4[S:12][C:3]=23)=[C:26]([F:31])[CH:25]=1. (8) Given the reactants O1CCCCC1[N:7]1[C:15]2[C:10](=[CH:11][C:12]([C:16]3[N:20]=[CH:19][N:18](C(C4C=CC=CC=4)(C4C=CC=CC=4)C4C=CC=CC=4)[N:17]=3)=[CH:13][CH:14]=2)[C:9]([C:40]2[CH:41]=[C:42]([NH2:46])[CH:43]=[CH:44][CH:45]=2)=[N:8]1.Cl[CH2:48][C:49](Cl)=[O:50].C(N(CC)C(C)C)(C)C.[CH3:61][N:62]1[CH2:67][CH2:66][NH:65][CH2:64][CH2:63]1, predict the reaction product. The product is: [NH:18]1[CH:19]=[N:20][C:16]([C:12]2[CH:11]=[C:10]3[C:15](=[CH:14][CH:13]=2)[NH:7][N:8]=[C:9]3[C:40]2[CH:41]=[C:42]([NH:46][C:49](=[O:50])[CH2:48][N:65]3[CH2:66][CH2:67][N:62]([CH3:61])[CH2:63][CH2:64]3)[CH:43]=[CH:44][CH:45]=2)=[N:17]1.